Task: Predict the product of the given reaction.. Dataset: Forward reaction prediction with 1.9M reactions from USPTO patents (1976-2016) (1) Given the reactants Cl.O1CCOCC1.C(O[C:13]([NH:15][CH:16]([C:42]1[CH:47]=[CH:46][C:45]([C:48]#[N:49])=[CH:44][C:43]=1[S:50]([CH3:53])(=[O:52])=[O:51])[C:17]1[C:22](=[O:23])[N:21](C(OC(C)(C)C)=O)[CH2:20][CH2:19][C:18]=1[NH:31][C:32]1[CH:37]=[CH:36][CH:35]=[C:34]([C:38]([F:41])([F:40])[F:39])[CH:33]=1)=[O:14])(C)(C)C.C(N(CC)CC)C.C(N1C=CN=C1)(N1C=CN=C1)=O, predict the reaction product. The product is: [O:14]=[C:13]1[N:31]([C:32]2[CH:37]=[CH:36][CH:35]=[C:34]([C:38]([F:41])([F:40])[F:39])[CH:33]=2)[C:18]2[CH2:19][CH2:20][NH:21][C:22](=[O:23])[C:17]=2[CH:16]([C:42]2[CH:47]=[CH:46][C:45]([C:48]#[N:49])=[CH:44][C:43]=2[S:50]([CH3:53])(=[O:52])=[O:51])[NH:15]1. (2) Given the reactants [C:1]([C:3]1[C:4]([C:9]2[CH:14]=[CH:13][CH:12]=[CH:11][CH:10]=2)=[N:5][O:6][C:7]=1[CH3:8])#[CH:2].I[C:16]1[N:17]=[C:18]([CH3:21])[NH:19][CH:20]=1, predict the reaction product. The product is: [CH3:8][C:7]1[O:6][N:5]=[C:4]([C:9]2[CH:14]=[CH:13][CH:12]=[CH:11][CH:10]=2)[C:3]=1[C:1]#[C:2][C:16]1[NH:17][C:18]([CH3:21])=[N:19][CH:20]=1. (3) The product is: [CH3:23][O:22][CH2:21][CH2:20][O:19][CH2:18][CH2:17][O:16][CH2:15][CH2:14][O:1][C:2]1[CH:3]=[C:4]([CH:7]=[C:8]([N+:10]([O-:12])=[O:11])[CH:9]=1)[C:5]#[N:6]. Given the reactants [OH:1][C:2]1[CH:3]=[C:4]([CH:7]=[C:8]([N+:10]([O-:12])=[O:11])[CH:9]=1)[C:5]#[N:6].Br[CH2:14][CH2:15][O:16][CH2:17][CH2:18][O:19][CH2:20][CH2:21][O:22][CH3:23].C(=O)([O-])[O-].[K+].[K+], predict the reaction product. (4) Given the reactants [CH:1]1([N:4]([C:19]2[N:24]=[C:23]([S:25][C:26]#[N:27])[C:22]([N+:28]([O-])=O)=[CH:21][N:20]=2)[C:5]2[CH:6]=[C:7]([NH:11][C:12](=[O:18])[O:13][C:14]([CH3:17])([CH3:16])[CH3:15])[CH:8]=[CH:9][CH:10]=2)[CH2:3][CH2:2]1.CN1CCCC1=O.O.[Cl-].[Ca+2].[Cl-], predict the reaction product. The product is: [NH2:27][C:26]1[S:25][C:23]2[N:24]=[C:19]([N:4]([CH:1]3[CH2:3][CH2:2]3)[C:5]3[CH:6]=[C:7]([NH:11][C:12](=[O:18])[O:13][C:14]([CH3:17])([CH3:16])[CH3:15])[CH:8]=[CH:9][CH:10]=3)[N:20]=[CH:21][C:22]=2[N:28]=1. (5) Given the reactants [C:1]([O-:4])(=[S:3])[CH3:2].[K+].CS(O[CH2:11][C@@H:12]([NH:17][C:18]1[C:23]([F:24])=[CH:22][N:21]=[C:20]([Cl:25])[N:19]=1)[C:13]([CH3:16])([CH3:15])[CH3:14])(=O)=O.O, predict the reaction product. The product is: [C:1](=[O:4])([S:3][CH2:11][C@@H:12]([NH:17][C:18]1[C:23]([F:24])=[CH:22][N:21]=[C:20]([Cl:25])[N:19]=1)[C:13]([CH3:16])([CH3:14])[CH3:15])[CH3:2]. (6) Given the reactants [O:1]1[CH2:5][CH2:4][CH2:3][CH:2]1[CH2:6][NH2:7].CS[C:10]1[NH:11][C:12](=[O:21])[C:13]([C:16]([O:18][CH2:19][CH3:20])=[O:17])=[CH:14][N:15]=1, predict the reaction product. The product is: [O:21]=[C:12]1[NH:11][C:10]([NH:7][CH2:6][CH:2]2[CH2:3][CH2:4][CH2:5][O:1]2)=[N:15][CH:14]=[C:13]1[C:16]([O:18][CH2:19][CH3:20])=[O:17]. (7) Given the reactants C[C@@H]1CN(C2C3=NC=CC=C3NC=2)CCN1C(OC(C)(C)C)=O.C1(N=C=NC2CCCCC2)CCCCC1.[NH:39]1[C:47]2[C:42](=[N:43][CH:44]=[CH:45][CH:46]=2)[C:41]([NH:48][CH2:49][C:50]([O:52][CH2:53][CH3:54])=[O:51])=[CH:40]1.[CH2:55]([O:62][C:63]([NH:65][C@H:66]([CH3:70])[C:67](O)=[O:68])=[O:64])[C:56]1[CH:61]=[CH:60][CH:59]=[CH:58][CH:57]=1.C(N(CC)CC)C, predict the reaction product. The product is: [CH2:55]([O:62][C:63]([NH:65][C@H:66]([CH3:70])[C:67]([N:48]([CH2:49][C:50]([O:52][CH2:53][CH3:54])=[O:51])[C:41]1[C:42]2=[N:43][CH:44]=[CH:45][CH:46]=[C:47]2[NH:39][CH:40]=1)=[O:68])=[O:64])[C:56]1[CH:61]=[CH:60][CH:59]=[CH:58][CH:57]=1.